This data is from Full USPTO retrosynthesis dataset with 1.9M reactions from patents (1976-2016). The task is: Predict the reactants needed to synthesize the given product. (1) Given the product [F:1][CH:2]([F:11])[O:3][C:4]1[CH:5]=[CH:6][C:7]([N:10]=[N:21][CH:27]([C:26](=[O:31])[CH3:25])[C:28](=[O:30])[CH3:29])=[CH:8][CH:9]=1, predict the reactants needed to synthesize it. The reactants are: [F:1][CH:2]([F:11])[O:3][C:4]1[CH:9]=[CH:8][C:7]([NH2:10])=[CH:6][CH:5]=1.P(=O)(O)(O)O.[N+]([O-])(O)=O.[N:21]([O-])=O.[Na+].[CH3:25][C:26](=[O:31])[CH2:27][C:28](=[O:30])[CH3:29].C([O-])(=O)C.[K+].C(=O)([O-])[O-].[Na+].[Na+]. (2) The reactants are: C([Li])CCC.[CH2:6]([C:10]1[CH:15]=[CH:14][C:13]([C:16]#[C:17][C:18]2[CH:23]=[CH:22][CH:21]=[C:20]([F:24])[C:19]=2[CH2:25][CH2:26][CH3:27])=[CH:12][CH:11]=1)[CH2:7][CH2:8][CH3:9].CC(C)([O-])C.[K+].[I:34]I.S([O-])(O)=O.[Na+]. Given the product [CH2:6]([C:10]1[CH:15]=[CH:14][C:13]([C:16]#[C:17][C:18]2[CH:23]=[CH:22][C:21]([I:34])=[C:20]([F:24])[C:19]=2[CH2:25][CH2:26][CH3:27])=[CH:12][CH:11]=1)[CH2:7][CH2:8][CH3:9], predict the reactants needed to synthesize it. (3) Given the product [CH3:11][C:6]1[CH:5]=[C:4]([C:3]#[C:2][C:19]([O:21][CH3:22])=[O:20])[CH:9]=[CH:8][C:7]=1[CH3:10], predict the reactants needed to synthesize it. The reactants are: Br[C:2](Br)=[CH:3][C:4]1[CH:9]=[CH:8][C:7]([CH3:10])=[C:6]([CH3:11])[CH:5]=1.[Li]CCCC.Cl[C:19]([O:21][CH3:22])=[O:20]. (4) Given the product [NH:29]1[C:28]2[CH:32]=[CH:33][C:25]([C:23]([N:19]3[C@@H:20]4[C@@H:15]([C:14]5[CH:34]=[CH:35][C:11]([CH2:9][OH:8])=[CH:12][C:13]=5[CH2:22][CH2:21]4)[CH2:16][CH2:17][CH2:18]3)=[O:24])=[CH:26][C:27]=2[N:31]=[CH:30]1, predict the reactants needed to synthesize it. The reactants are: [H-].[Al+3].[Li+].[H-].[H-].[H-].C[O:8][C:9]([C:11]1[CH:35]=[CH:34][C:14]2[C@@H:15]3[C@H:20]([CH2:21][CH2:22][C:13]=2[CH:12]=1)[N:19]([C:23]([C:25]1[CH:33]=[CH:32][C:28]2[NH:29][CH:30]=[N:31][C:27]=2[CH:26]=1)=[O:24])[CH2:18][CH2:17][CH2:16]3)=O.O. (5) Given the product [OH:13][C:7]1([C:1]2[CH:2]=[CH:3][CH:4]=[CH:5][CH:6]=2)[CH2:12][CH2:11][N:10]([S:24]([C:23]2[C:19]3[CH2:18][CH2:17][CH2:16][C:15](=[O:14])[C:20]=3[S:21][CH:22]=2)(=[O:25])=[O:26])[CH2:9][CH2:8]1, predict the reactants needed to synthesize it. The reactants are: [C:1]1([C:7]2([OH:13])[CH2:12][CH2:11][NH:10][CH2:9][CH2:8]2)[CH:6]=[CH:5][CH:4]=[CH:3][CH:2]=1.[O:14]=[C:15]1[C:20]2[S:21][CH:22]=[C:23]([S:24](Cl)(=[O:26])=[O:25])[C:19]=2[CH2:18][CH2:17][CH2:16]1. (6) Given the product [CH2:16]([O:23][C:24]1[CH:25]=[CH:26][C:27]([O:13][CH:10]2[CH2:11][O:12][CH:7]([C:1]3[CH:2]=[CH:3][CH:4]=[CH:5][CH:6]=3)[O:8][CH2:9]2)=[N:28][CH:29]=1)[C:17]1[CH:18]=[CH:19][CH:20]=[CH:21][CH:22]=1, predict the reactants needed to synthesize it. The reactants are: [C:1]1([CH:7]2[O:12][CH2:11][CH:10]([OH:13])[CH2:9][O:8]2)[CH:6]=[CH:5][CH:4]=[CH:3][CH:2]=1.[H-].[Na+].[CH2:16]([O:23][C:24]1[CH:25]=[CH:26][C:27](Cl)=[N:28][CH:29]=1)[C:17]1[CH:22]=[CH:21][CH:20]=[CH:19][CH:18]=1. (7) The reactants are: [CH3:1][O:2][C:3]([C:5]1[N:6]=[N:7][C:8]([Cl:12])=[CH:9][C:10]=1Cl)=[O:4].[CH3:13][N:14]1[CH:18]=[CH:17][C:16]([NH2:19])=[N:15]1. Given the product [CH3:1][O:2][C:3]([C:5]1[N:6]=[N:7][C:8]([Cl:12])=[CH:9][C:10]=1[NH:19][C:16]1[CH:17]=[CH:18][N:14]([CH3:13])[N:15]=1)=[O:4], predict the reactants needed to synthesize it.